From a dataset of CYP1A2 inhibition data for predicting drug metabolism from PubChem BioAssay. Regression/Classification. Given a drug SMILES string, predict its absorption, distribution, metabolism, or excretion properties. Task type varies by dataset: regression for continuous measurements (e.g., permeability, clearance, half-life) or binary classification for categorical outcomes (e.g., BBB penetration, CYP inhibition). Dataset: cyp1a2_veith. (1) The compound is CCN(CC)C(=O)COc1ccc(S(=O)(=O)N2CCOCC2)cc1. The result is 0 (non-inhibitor). (2) The compound is O=S(=O)(NCCSCc1c(Cl)cccc1Cl)c1ccc2c(c1)OCCO2. The result is 1 (inhibitor). (3) The compound is O=C(c1ccco1)N1CCC2(CC1)CN(c1ccccn1)C2. The result is 0 (non-inhibitor). (4) The molecule is COC(=O)N1CCC2(CC1)CN(C(=O)Nc1ccccc1)C2. The result is 0 (non-inhibitor). (5) The compound is COc1ccc(N2CCN(Cc3nc4c(c(=O)n(C)c(=O)n4C)n3CC(C)=O)CC2)cc1. The result is 0 (non-inhibitor).